Task: Predict the reactants needed to synthesize the given product.. Dataset: Full USPTO retrosynthesis dataset with 1.9M reactions from patents (1976-2016) (1) The reactants are: [CH3:1][C:2]1[CH2:7][CH2:6][CH2:5][C:4]([CH3:9])([CH3:8])[C:3]=1[CH:10]=O.CC1(C)CCCC(C)C1CC[CH2:22][C:23]([OH:25])=[O:24].CC1(C)C(C)CCC1CCCC(O)=O. Given the product [CH3:9][C:4]1([CH3:8])[CH2:5][CH2:6][CH2:7][CH:2]([CH3:1])[CH:3]1[CH2:10][CH2:22][C:23]([OH:25])=[O:24], predict the reactants needed to synthesize it. (2) Given the product [F:1][C:2]1[CH:7]=[CH:6][C:5]([O:8][C:18]2[CH:23]=[N:22][C:21]([N+:24]([O-:26])=[O:25])=[CH:20][CH:19]=2)=[CH:4][C:3]=1[NH:9][C:10](=[O:16])[O:11][C:12]([CH3:13])([CH3:15])[CH3:14], predict the reactants needed to synthesize it. The reactants are: [F:1][C:2]1[CH:7]=[CH:6][C:5]([OH:8])=[CH:4][C:3]=1[NH:9][C:10](=[O:16])[O:11][C:12]([CH3:15])([CH3:14])[CH3:13].Br[C:18]1[CH:19]=[CH:20][C:21]([N+:24]([O-:26])=[O:25])=[N:22][CH:23]=1.C(=O)([O-])[O-].[Cs+].[Cs+].